Task: Predict the reactants needed to synthesize the given product.. Dataset: Full USPTO retrosynthesis dataset with 1.9M reactions from patents (1976-2016) (1) Given the product [CH2:1]([O:8][C:9]([NH:11][C@H:12]([CH2:20][O:21][S:23]([CH3:22])(=[O:25])=[O:24])[C@H:13]([O:15][C:16]([CH3:17])([CH3:19])[CH3:18])[CH3:14])=[O:10])[C:2]1[CH:3]=[CH:4][CH:5]=[CH:6][CH:7]=1, predict the reactants needed to synthesize it. The reactants are: [CH2:1]([O:8][C:9]([NH:11][C@H:12]([CH2:20][OH:21])[C@H:13]([O:15][C:16]([CH3:19])([CH3:18])[CH3:17])[CH3:14])=[O:10])[C:2]1[CH:7]=[CH:6][CH:5]=[CH:4][CH:3]=1.[CH3:22][S:23](Cl)(=[O:25])=[O:24]. (2) Given the product [F:32][C:13]1[CH:14]=[C:15]([CH:16]=[C:11]([C:5]2([O:40][CH3:38])[CH2:6][CH2:7][O:8][CH2:9][CH2:10]2)[CH:12]=1)[O:17][CH2:18][C:19]1[CH:20]=[C:21]2[C:26](=[CH:27][CH:28]=1)[N:25]1[N:29]=[N:30][N:31]=[C:24]1[CH:23]=[CH:22]2, predict the reactants needed to synthesize it. The reactants are: COC([C:5]1([C:11]2[CH:16]=[C:15]([O:17][CH2:18][C:19]3[CH:20]=[C:21]4[C:26](=[CH:27][CH:28]=3)[N:25]3[N:29]=[N:30][N:31]=[C:24]3[CH:23]=[CH:22]4)[CH:14]=[C:13]([F:32])[CH:12]=2)[CH2:10][CH2:9][O:8][CH2:7][CH2:6]1)=O.FC1C=C(C2(C(N)=O)CCOCC2)C=[C:38]([O:40]CC2C=C3C(=CC=2)N2N=NN=C2C=C3)C=1.FC1C=C(C2(C(O)=O)CCOCC2)C=C(OCC2C=C3C(=CC=2)N2N=NN=C2C=C3)C=1.N1N2C3C(C=CC2=NN=1)=CC(SC1N=C(C2(C#N)CCOCC2)C=CC=1)=CC=3.N1N2C3C(C=CC2=NN=1)=CC(SC1N=C(C2(C(N)=O)CCOCC2)C=CC=1)=CC=3.FC1C=C(C=C(C2(OC)CCOCC2)C=1)OCC1C=C2C(=CC=1)N1N=NN=C1C=N2. (3) Given the product [C@@H:16]1([C:34]2[CH:39]=[CH:38][C:37]([Cl:40])=[C:36]([CH2:41][N:42]3[CH2:43][C:44]4[C:49](=[CH:48][CH:47]=[CH:46][CH:45]=4)[CH2:50]3)[CH:35]=2)[O:17][C@H:18]([CH2:29][OH:30])[C@@H:19]([OH:25])[C@H:20]([OH:21])[C@H:15]1[OH:14], predict the reactants needed to synthesize it. The reactants are: O1[C@H](CO)[C@@H](O)[C@H](O)C=C1.C([O:14][C@@H:15]1[C@@H:20]([O:21]C(=O)C)[C@H:19]([O:25]C(=O)C)[C@@H:18]([CH2:29][O:30]C(=O)C)[O:17][C@H:16]1[C:34]1[CH:39]=[CH:38][C:37]([Cl:40])=[C:36]([CH2:41][N:42]2[CH2:50][C:49]3[C:44](=[CH:45][CH:46]=[CH:47][CH:48]=3)[CH2:43]2)[CH:35]=1)(=O)C. (4) Given the product [C:6]([O:8][CH2:9][CH2:10][OH:11])(=[O:7])[C:5]1[CH:4]=[CH:3][C:2]([C:1]([O:15][CH2:16][CH2:17][OH:18])=[O:14])=[CH:13][CH:12]=1.[P:19]([Cl:25])([Cl:24])(=[O:23])[O:20][CH2:21][CH3:22], predict the reactants needed to synthesize it. The reactants are: [C:1]([O:15][CH2:16][CH2:17][OH:18])(=[O:14])[C:2]1[CH:13]=[CH:12][C:5]([C:6]([O:8][CH2:9][CH2:10][OH:11])=[O:7])=[CH:4][CH:3]=1.[P:19]([Cl:25])([Cl:24])(=[O:23])[O:20][CH2:21][CH3:22]. (5) Given the product [Si:1]([O:8][CH2:9][C@@H:10]([N:13]([CH2:21][C:22](=[O:23])[C:29]([CH3:30])=[CH2:28])[C:14](=[O:20])[O:15][C:16]([CH3:18])([CH3:19])[CH3:17])[CH:11]=[CH2:12])([C:4]([CH3:7])([CH3:6])[CH3:5])([CH3:3])[CH3:2], predict the reactants needed to synthesize it. The reactants are: [Si:1]([O:8][CH2:9][C@@H:10]([N:13]([CH2:21][C:22](N(OC)C)=[O:23])[C:14](=[O:20])[O:15][C:16]([CH3:19])([CH3:18])[CH3:17])[CH:11]=[CH2:12])([C:4]([CH3:7])([CH3:6])[CH3:5])([CH3:3])[CH3:2].[CH2:28]=[C:29]([Mg]Br)[CH3:30]. (6) Given the product [NH2:1][C:2]1[N:7]=[CH:6][N:5]=[C:4]2[N:8]([CH2:25][C@H:26]3[CH2:30][CH2:29][CH2:28][N:27]3[C:31]([C:32](=[CH:42][C:43]([CH3:46])([N:47]3[CH2:52][CH2:51][CH2:50][CH2:49][CH2:48]3)[CH3:44])[C:33]#[N:34])=[O:35])[N:9]=[C:10]([C:11]3[CH:16]=[CH:15][C:14]([O:17][C:18]4[CH:19]=[CH:20][CH:21]=[CH:22][CH:23]=4)=[CH:13][C:12]=3[F:24])[C:3]=12, predict the reactants needed to synthesize it. The reactants are: [NH2:1][C:2]1[N:7]=[CH:6][N:5]=[C:4]2[N:8]([CH2:25][C@H:26]3[CH2:30][CH2:29][CH2:28][N:27]3[C:31](=[O:35])[CH2:32][C:33]#[N:34])[N:9]=[C:10]([C:11]3[CH:16]=[CH:15][C:14]([O:17][C:18]4[CH:23]=[CH:22][CH:21]=[CH:20][CH:19]=4)=[CH:13][C:12]=3[F:24])[C:3]=12.N1CCCCC1.[CH3:42][C:43]([N:47]1[CH2:52][CH2:51][CH2:50][CH2:49][CH2:48]1)([CH3:46])[CH:44]=O.